This data is from Forward reaction prediction with 1.9M reactions from USPTO patents (1976-2016). The task is: Predict the product of the given reaction. (1) Given the reactants [Cl:1][C:2]1[CH:7]=[CH:6][C:5]([NH2:8])=[C:4]([N:9]2[C:17]3[C:12](=[N:13][CH:14]=[CH:15][CH:16]=3)[N:11]=[N:10]2)[CH:3]=1.[CH3:18][C:19]([C:23]1[CH:28]=[CH:27][C:26]([S:29](Cl)(=[O:31])=[O:30])=[CH:25][CH:24]=1)([CH3:22])[CH2:20][CH3:21], predict the reaction product. The product is: [Cl:1][C:2]1[CH:7]=[CH:6][C:5]([NH:8][S:29]([C:26]2[CH:27]=[CH:28][C:23]([C:19]([CH3:18])([CH3:22])[CH2:20][CH3:21])=[CH:24][CH:25]=2)(=[O:31])=[O:30])=[C:4]([N:9]2[C:17]3[C:12](=[N:13][CH:14]=[CH:15][CH:16]=3)[N:11]=[N:10]2)[CH:3]=1. (2) Given the reactants [NH2:1][C:2]1[CH:3]=[C:4]([C:8]2[O:9][C:10]3[CH:16]=[CH:15][C:14]([C:17]4[CH:22]=[CH:21][CH:20]=[CH:19][CH:18]=4)=[CH:13][C:11]=3[N:12]=2)[CH:5]=[CH:6][CH:7]=1.[CH:23]1[C:28]([C:29]([OH:31])=[O:30])=[CH:27][C:26]2[C:32]([O:34][C:35](=O)[C:25]=2[CH:24]=1)=[O:33], predict the reaction product. The product is: [C:17]1([C:14]2[CH:15]=[CH:16][C:10]3[O:9][C:8]([C:4]4[CH:3]=[C:2]([N:1]5[C:32](=[O:33])[C:26]6[C:25](=[CH:24][CH:23]=[C:28]([C:29]([OH:31])=[O:30])[CH:27]=6)[C:35]5=[O:34])[CH:7]=[CH:6][CH:5]=4)=[N:12][C:11]=3[CH:13]=2)[CH:18]=[CH:19][CH:20]=[CH:21][CH:22]=1. (3) Given the reactants [I:1][C:2]1[CH:3]=[C:4]2[C:9](=[CH:10][CH:11]=1)[O:8][CH2:7][CH2:6][CH:5]2O.S(Cl)(Cl)=O.[CH3:17][N:18]1[CH2:23][CH2:22][NH:21][CH2:20][CH2:19]1.C(=O)([O-])[O-].[K+].[K+].[I-].[Na+], predict the reaction product. The product is: [I:1][C:2]1[CH:3]=[C:4]2[C:9](=[CH:10][CH:11]=1)[O:8][CH2:7][CH2:6][CH:5]2[N:21]1[CH2:22][CH2:23][N:18]([CH3:17])[CH2:19][CH2:20]1. (4) Given the reactants [F:1][C:2]1[CH:9]=[C:8]([Br:10])[CH:7]=[CH:6][C:3]=1[C:4]#[N:5].[N-:11]=[N+:12]=[N-:13].[Na+].CCOC(C)=O.O, predict the reaction product. The product is: [Br:10][C:8]1[CH:7]=[CH:6][C:3]([C:4]2[NH:13][N:12]=[N:11][N:5]=2)=[C:2]([F:1])[CH:9]=1.